Dataset: Full USPTO retrosynthesis dataset with 1.9M reactions from patents (1976-2016). Task: Predict the reactants needed to synthesize the given product. Given the product [CH3:1][NH:2][C:3]([C:5]1[C:10](=[O:11])[C:9]([C:30]2[CH:29]=[CH:28][N:27]=[C:26]([C:25]([F:36])([F:35])[F:24])[CH:31]=2)=[C:8]([CH3:13])[N:7]([CH:14]([C:16]2[CH:21]=[CH:20][C:19]([C:22]#[N:23])=[CH:18][CH:17]=2)[CH3:15])[CH:6]=1)=[O:4], predict the reactants needed to synthesize it. The reactants are: [CH3:1][NH:2][C:3]([C:5]1[C:10](=[O:11])[C:9](Br)=[C:8]([CH3:13])[N:7]([CH:14]([C:16]2[CH:21]=[CH:20][C:19]([C:22]#[N:23])=[CH:18][CH:17]=2)[CH3:15])[CH:6]=1)=[O:4].[F:24][C:25]([F:36])([F:35])[C:26]1[CH:31]=[C:30](B(O)O)[CH:29]=[CH:28][N:27]=1.C([O-])([O-])=O.[K+].[K+].